From a dataset of Reaction yield outcomes from USPTO patents with 853,638 reactions. Predict the reaction yield, written as a fraction of the theoretical maximum amount of product (1.0 means a 100% yield; for example, 0.34 means a 34% yield). (1) The reactants are [C:1]([O:5][C:6]([N:8]1[CH2:13][CH2:12][N:11]([C:14]2C(=O)N(CC(C)C)N=C(C3C=CC(C)=C(F)C=3)C=2C)[CH2:10][CH2:9]1)=[O:7])([CH3:4])([CH3:3])[CH3:2].[Cl:34][C:35]1[CH:36]=[C:37]([C:43]2[C:44](C)=[C:45](OS(C)(=O)=O)[C:46](=[O:53])[N:47]([CH2:49][CH:50]([CH3:52])[CH3:51])[N:48]=2)[CH:38]=[CH:39][C:40]=1[O:41][CH3:42].N1(C(OC(C)(C)C)=O)CCNCC1. No catalyst specified. The product is [C:1]([O:5][C:6]([N:8]1[CH2:13][CH2:12][N:11]([CH2:14][C:45]2[C:46](=[O:53])[N:47]([CH2:49][CH:50]([CH3:51])[CH3:52])[N:48]=[C:43]([C:37]3[CH:38]=[CH:39][C:40]([O:41][CH3:42])=[C:35]([Cl:34])[CH:36]=3)[CH:44]=2)[CH2:10][CH2:9]1)=[O:7])([CH3:4])([CH3:3])[CH3:2]. The yield is 0.890. (2) The reactants are [NH2:1][C:2]1[CH:12]=[CH:11][C:5]([O:6][CH2:7][C:8]([OH:10])=[O:9])=[C:4]([C:13](=[O:24])[NH:14][CH2:15][C:16]2[CH:21]=[CH:20][C:19]([Br:22])=[CH:18][C:17]=2[F:23])[CH:3]=1.[CH2:25](O)[CH:26]=[CH2:27]. The catalyst is OS(O)(=O)=O. The product is [CH2:27]([O:9][C:8](=[O:10])[CH2:7][O:6][C:5]1[CH:11]=[CH:12][C:2]([NH2:1])=[CH:3][C:4]=1[C:13](=[O:24])[NH:14][CH2:15][C:16]1[CH:21]=[CH:20][C:19]([Br:22])=[CH:18][C:17]=1[F:23])[CH:26]=[CH2:25]. The yield is 0.200. (3) The reactants are [Br:1][C:2]1[CH:22]=[CH:21][C:5]2[N:6]([C:17]([CH3:20])([CH3:19])[CH3:18])[C:7]([C:9]3[CH:16]=[CH:15][CH:14]=[CH:13][C:10]=3[C:11]#[N:12])=[N:8][C:4]=2[CH:3]=1.[N-:23]=[N+:24]=[N-:25].[Na+].[NH4+].[Cl-]. The catalyst is CN(C=O)C.CCOC(C)=O.O. The product is [Br:1][C:2]1[CH:22]=[CH:21][C:5]2[N:6]([C:17]([CH3:18])([CH3:19])[CH3:20])[C:7]([C:9]3[CH:16]=[CH:15][CH:14]=[CH:13][C:10]=3[C:11]3[N:23]=[N:24][NH:25][N:12]=3)=[N:8][C:4]=2[CH:3]=1. The yield is 0.850. (4) The yield is 0.610. The reactants are [Cl:1][C:2]1[CH:7]=[C:6]([Cl:8])[CH:5]=[CH:4][C:3]=1[C:9]1[N:10]=[C:11](/[CH:15]=[CH:16]/[C:17]2[CH:22]=[CH:21][C:20]([C:23]3[CH:28]=[CH:27][C:26]([O:29][CH3:30])=[CH:25][CH:24]=3)=[CH:19][CH:18]=2)[N:12]([CH3:14])[CH:13]=1.C1(O)C=CC=CC=1.BrC[CH2:40][CH2:41][C:42]([O:44][CH3:45])=[O:43]. No catalyst specified. The product is [CH3:45][O:44][C:42](=[O:43])[CH2:41][CH2:40][CH2:30][O:29][C:26]1[CH:25]=[CH:24][C:23]([C:20]2[CH:21]=[CH:22][C:17](/[CH:16]=[CH:15]/[C:11]3[N:12]([CH3:14])[CH:13]=[C:9]([C:3]4[CH:4]=[CH:5][C:6]([Cl:8])=[CH:7][C:2]=4[Cl:1])[N:10]=3)=[CH:18][CH:19]=2)=[CH:28][CH:27]=1. (5) The product is [N:1]([C:4]1[C:5](=[O:15])[O:6][C:7]2[C:12]([CH:13]=1)=[CH:11][CH:10]=[C:9]([O:14][C:16](=[O:18])[CH3:17])[CH:8]=2)=[N+:2]=[N-:3]. The catalyst is C(Cl)Cl.N1C=CC=CC=1. The reactants are [N:1]([C:4]1[C:5](=[O:15])[O:6][C:7]2[C:12]([CH:13]=1)=[CH:11][CH:10]=[C:9]([OH:14])[CH:8]=2)=[N+:2]=[N-:3].[C:16](OC(=O)C)(=[O:18])[CH3:17]. The yield is 0.860. (6) The product is [CH2:20]([C:19]([C:16]1[CH:17]=[CH:18][C:13]([C:10]2[CH:11]=[CH:12][C:7]([CH2:6][C:5]([OH:41])=[O:4])=[C:8]([F:40])[CH:9]=2)=[C:14]([CH3:39])[CH:15]=1)([C:22]1[CH:27]=[CH:26][C:25]([O:28][CH2:29][CH:30]([OH:35])[C:31]([CH3:33])([CH3:34])[CH3:32])=[C:24]([CH3:36])[CH:23]=1)[CH2:37][CH3:38])[CH3:21]. The reactants are [OH-].[Na+].C[O:4][C:5](=[O:41])[CH2:6][C:7]1[CH:12]=[CH:11][C:10]([C:13]2[CH:18]=[CH:17][C:16]([C:19]([CH2:37][CH3:38])([C:22]3[CH:27]=[CH:26][C:25]([O:28][CH2:29][CH:30]([OH:35])[C:31]([CH3:34])([CH3:33])[CH3:32])=[C:24]([CH3:36])[CH:23]=3)[CH2:20][CH3:21])=[CH:15][C:14]=2[CH3:39])=[CH:9][C:8]=1[F:40].[Cl-].[NH4+]. The catalyst is CO. The yield is 0.990. (7) The reactants are N[C:2]1[N:3]([CH2:28][CH2:29][CH3:30])[C:4](=[O:27])[C:5]2[NH:6][C:7]([C:11]3[CH:12]=[N:13][N:14]([CH2:16][C:17]4[CH:22]=[CH:21][CH:20]=[C:19]([C:23]([F:26])([F:25])[F:24])[CH:18]=4)[CH:15]=3)=[N:8][C:9]=2[N:10]=1.N(OCCC(C)C)=O.[I:39]I.[O-]S([O-])(=S)=O.[Na+].[Na+]. The catalyst is C1COCC1. The product is [I:39][C:2]1[N:3]([CH2:28][CH2:29][CH3:30])[C:4](=[O:27])[C:5]2[NH:6][C:7]([C:11]3[CH:12]=[N:13][N:14]([CH2:16][C:17]4[CH:22]=[CH:21][CH:20]=[C:19]([C:23]([F:25])([F:24])[F:26])[CH:18]=4)[CH:15]=3)=[N:8][C:9]=2[N:10]=1. The yield is 0.440. (8) The reactants are [CH3:1][O:2][CH2:3][CH2:4][O:5][C:6]1[CH:7]=[C:8]2[C:13](=[CH:14][C:15]=1[O:16][CH2:17][CH2:18][O:19][CH3:20])[C:12](O)=[N:11][C:10]([NH:22][C:23]1[CH:27]=[C:26]([CH3:28])[NH:25][N:24]=1)=[CH:9]2.O=P(Cl)(Cl)[Cl:31]. No catalyst specified. The product is [Cl:31][C:12]1[C:13]2[C:8](=[CH:7][C:6]([O:5][CH2:4][CH2:3][O:2][CH3:1])=[C:15]([O:16][CH2:17][CH2:18][O:19][CH3:20])[CH:14]=2)[CH:9]=[C:10]([NH:22][C:23]2[CH:27]=[C:26]([CH3:28])[NH:25][N:24]=2)[N:11]=1. The yield is 0.376.